Dataset: Forward reaction prediction with 1.9M reactions from USPTO patents (1976-2016). Task: Predict the product of the given reaction. (1) Given the reactants [CH2:1]([N:3]([CH2:67][CH3:68])[C:4]1[CH:9]=[CH:8][C:7]([NH:10][C:11]([C:13]2[CH:14]=[C:15]([CH2:19][CH2:20][CH2:21][O:22][CH2:23][CH2:24][O:25][CH2:26][CH2:27][O:28][CH2:29][CH2:30][O:31][CH2:32][CH2:33][NH:34][S:35]([C:38]3[CH:46]=[CH:45][C:41]([C:42](O)=[O:43])=[CH:40][CH:39]=3)(=[O:37])=[O:36])[CH:16]=[CH:17][CH:18]=2)=[O:12])=[C:6]([C:47]2[CH:52]=[C:51]([C:53](=[O:66])[NH:54][CH2:55][C:56]3[CH:61]=[CH:60][CH:59]=[C:58]([C:62]([F:65])([F:64])[F:63])[CH:57]=3)[CH:50]=[CH:49][N:48]=2)[CH:5]=1)[CH3:2].[CH3:69][O:70][CH2:71][CH2:72][O:73][CH2:74][CH2:75][O:76][CH2:77][CH2:78][O:79][CH2:80][CH2:81][O:82][CH2:83][CH2:84][O:85][CH2:86][CH2:87][O:88][CH2:89][CH2:90][N:91]1[CH2:96][CH2:95][NH:94][CH2:93][C:92]1=[O:97], predict the reaction product. The product is: [CH3:69][O:70][CH2:71][CH2:72][O:73][CH2:74][CH2:75][O:76][CH2:77][CH2:78][O:79][CH2:80][CH2:81][O:82][CH2:83][CH2:84][O:85][CH2:86][CH2:87][O:88][CH2:89][CH2:90][N:91]1[CH2:96][CH2:95][N:94]([C:42]([C:41]2[CH:45]=[CH:46][C:38]([S:35]([NH:34][CH2:33][CH2:32][O:31][CH2:30][CH2:29][O:28][CH2:27][CH2:26][O:25][CH2:24][CH2:23][O:22][CH2:21][CH2:20][CH2:19][C:15]3[CH:14]=[C:13]([CH:18]=[CH:17][CH:16]=3)[C:11]([NH:10][C:7]3[CH:8]=[CH:9][C:4]([N:3]([CH2:1][CH3:2])[CH2:67][CH3:68])=[CH:5][C:6]=3[C:47]3[CH:52]=[C:51]([CH:50]=[CH:49][N:48]=3)[C:53]([NH:54][CH2:55][C:56]3[CH:61]=[CH:60][CH:59]=[C:58]([C:62]([F:65])([F:64])[F:63])[CH:57]=3)=[O:66])=[O:12])(=[O:37])=[O:36])=[CH:39][CH:40]=2)=[O:43])[CH2:93][C:92]1=[O:97]. (2) Given the reactants [Cl:1][C:2]1[CH:3]=[N:4][CH:5]=[C:6]([Cl:20])[C:7]=1[S:8][C:9]1[S:13][C:12]([C:14]([OH:16])=O)=[CH:11][C:10]=1[N+:17]([O-:19])=[O:18].[OH:21][CH:22]1[CH2:27][CH2:26][CH2:25][NH:24][CH2:23]1, predict the reaction product. The product is: [Cl:20][C:6]1[CH:5]=[N:4][CH:3]=[C:2]([Cl:1])[C:7]=1[S:8][C:9]1[S:13][C:12]([C:14]([N:24]2[CH2:25][CH2:26][CH2:27][CH:22]([OH:21])[CH2:23]2)=[O:16])=[CH:11][C:10]=1[N+:17]([O-:19])=[O:18]. (3) The product is: [F:1][C:2]([F:14])([F:13])[C:3]1[N:4]=[C:5]2[CH:10]=[N:9][CH:8]=[CH:7][N:6]2[N:11]=1. Given the reactants [F:1][C:2]([F:14])([F:13])[C:3](=[N:11]O)[NH:4][C:5]1[CH:10]=[N:9][CH:8]=[CH:7][N:6]=1.[OH-].[NH4+], predict the reaction product. (4) Given the reactants [F-].C[N+](C)(C)C.[CH3:7][C:8]([S@@:11](/[N:13]=[CH:14]/[C:15]1[N:16]=[C:17]2[CH:23]=[CH:22][N:21]([S:24]([C:27]3[CH:33]=[CH:32][C:30]([CH3:31])=[CH:29][CH:28]=3)(=[O:26])=[O:25])[C:18]2=[N:19][CH:20]=1)=[O:12])([CH3:10])[CH3:9].C[Si](C)(C)[C:36]([F:39])([F:38])[F:37].[NH4+].[Cl-], predict the reaction product. The product is: [CH3:10][C:8]([S@@:11]([NH:13][CH:14]([C:15]1[N:16]=[C:17]2[CH:23]=[CH:22][N:21]([S:24]([C:27]3[CH:28]=[CH:29][C:30]([CH3:31])=[CH:32][CH:33]=3)(=[O:25])=[O:26])[C:18]2=[N:19][CH:20]=1)[C:36]([F:39])([F:38])[F:37])=[O:12])([CH3:7])[CH3:9]. (5) Given the reactants [OH-].[NH4+:2].[Cl:3][C:4]1[CH:9]=[CH:8][N:7]=[C:6]([C:10]([O:12]C)=O)[CH:5]=1, predict the reaction product. The product is: [Cl:3][C:4]1[CH:9]=[CH:8][N:7]=[C:6]([C:10]([NH2:2])=[O:12])[CH:5]=1. (6) Given the reactants [Cl:1][CH2:2][CH2:3][CH2:4][O:5][C:6]1[CH:11]=[CH:10][C:9]([C:12]2[S:13][CH:14]3[CH2:19][N:18]([S:20]([C:23]4[CH:28]=[CH:27][C:26]([CH3:29])=[CH:25][CH:24]=4)(=[O:22])=[O:21])[CH2:17][C:15]3(O)[N:16]=2)=[CH:8][CH:7]=1.C(N(CC)CC)C.CS(Cl)(=O)=O, predict the reaction product. The product is: [Cl:1][CH2:2][CH2:3][CH2:4][O:5][C:6]1[CH:11]=[CH:10][C:9]([C:12]2[S:13][C:14]3[CH2:19][N:18]([S:20]([C:23]4[CH:24]=[CH:25][C:26]([CH3:29])=[CH:27][CH:28]=4)(=[O:22])=[O:21])[CH2:17][C:15]=3[N:16]=2)=[CH:8][CH:7]=1. (7) Given the reactants [CH:1]([N:4]1[C:12]2[CH:11]=[CH:10][CH:9]=[C:8]([C:13]([NH2:15])=[O:14])[C:7]=2[CH:6]=[N:5]1)([CH3:3])[CH3:2].[CH3:16][N:17]([CH3:36])[CH2:18][CH2:19][O:20][C:21]1[CH:26]=[CH:25][C:24](B2OC(C)(C)C(C)(C)O2)=[CH:23][CH:22]=1.[C:37](=[O:40])(O)[O-].[Na+], predict the reaction product. The product is: [CH3:13][C:8]1[CH:7]=[C:12]([CH3:11])[NH:4][C:37](=[O:40])[C:9]=1[CH2:10][NH:15][C:13]([C:8]1[C:7]2[CH:6]=[N:5][N:4]([CH:1]([CH3:3])[CH3:2])[C:12]=2[CH:11]=[C:10]([C:24]2[CH:23]=[CH:22][C:21]([O:20][CH2:19][CH2:18][N:17]([CH3:16])[CH3:36])=[CH:26][CH:25]=2)[CH:9]=1)=[O:14]. (8) Given the reactants [C:1]([C:3]1[CH:4]=[C:5]([CH:38]=[CH:39][CH:40]=1)[CH2:6][N:7]1[CH2:12][CH2:11][N:10]([C:13]2[CH:18]=[CH:17][C:16]([NH:19][C:20]([C:22]3[C:23]([C:28]4[CH:33]=[CH:32][C:31]([C:34]([F:37])([F:36])[F:35])=[CH:30][CH:29]=4)=[CH:24][CH:25]=[CH:26][CH:27]=3)=[O:21])=[CH:15][CH:14]=2)[CH2:9][CH2:8]1)#[N:2].[ClH:41], predict the reaction product. The product is: [ClH:41].[C:1]([C:3]1[CH:4]=[C:5]([CH:38]=[CH:39][CH:40]=1)[CH2:6][N:7]1[CH2:8][CH2:9][N:10]([C:13]2[CH:14]=[CH:15][C:16]([NH:19][C:20]([C:22]3[C:23]([C:28]4[CH:33]=[CH:32][C:31]([C:34]([F:36])([F:37])[F:35])=[CH:30][CH:29]=4)=[CH:24][CH:25]=[CH:26][CH:27]=3)=[O:21])=[CH:17][CH:18]=2)[CH2:11][CH2:12]1)#[N:2].